This data is from Full USPTO retrosynthesis dataset with 1.9M reactions from patents (1976-2016). The task is: Predict the reactants needed to synthesize the given product. (1) Given the product [CH2:15]([O:14][C:12](=[O:13])[CH2:11][O:8][CH2:1][C:2]1[CH:7]=[CH:6][CH:5]=[CH:4][CH:3]=1)[CH3:16], predict the reactants needed to synthesize it. The reactants are: [CH2:1]([OH:8])[C:2]1[CH:7]=[CH:6][CH:5]=[CH:4][CH:3]=1.[N+](=[CH:11][C:12]([O:14][CH2:15][CH3:16])=[O:13])=[N-]. (2) Given the product [NH2:21][C@H:22]1[CH2:26][CH2:25][N:24]([C:2]2[CH:3]=[C:4]([NH:11][C:12]3[CH:17]=[CH:16][C:15]([O:18][CH2:19][CH3:20])=[CH:14][CH:13]=3)[C:5]3[N:6]([CH:8]=[CH:9][N:10]=3)[N:7]=2)[CH2:23]1, predict the reactants needed to synthesize it. The reactants are: Cl[C:2]1[CH:3]=[C:4]([NH:11][C:12]2[CH:17]=[CH:16][C:15]([O:18][CH2:19][CH3:20])=[CH:14][CH:13]=2)[C:5]2[N:6]([CH:8]=[CH:9][N:10]=2)[N:7]=1.[NH2:21][C@H:22]1[CH2:26][CH2:25][N:24](C(OC(C)(C)C)=O)[CH2:23]1. (3) Given the product [CH2:1]([C:4]1[C:13]([O:14][C:26]2[CH:27]=[CH:28][C:23]([S:20]([CH3:19])(=[O:22])=[O:21])=[CH:24][CH:25]=2)=[CH:12][C:7]([C:8]([O:10][CH3:11])=[O:9])=[CH:6][C:5]=1[C:15]([O:17][CH3:18])=[O:16])[CH:2]=[CH2:3], predict the reactants needed to synthesize it. The reactants are: [CH2:1]([C:4]1[C:13]([OH:14])=[CH:12][C:7]([C:8]([O:10][CH3:11])=[O:9])=[CH:6][C:5]=1[C:15]([O:17][CH3:18])=[O:16])[CH:2]=[CH2:3].[CH3:19][S:20]([C:23]1[CH:28]=[CH:27][C:26](F)=[CH:25][CH:24]=1)(=[O:22])=[O:21].C([O-])([O-])=O.[Cs+].[Cs+]. (4) The reactants are: [NH2:1][C:2]1[N:10]=[C:9]2[C:5]([N:6]=[CH:7][N:8]2[CH2:11][C:12]2([O:15][CH2:16][P:17](=[O:20])([OH:19])[OH:18])[CH2:14][CH2:13]2)=[CH:4][N:3]=1.[C:21]([O:26][CH2:27]Cl)(=[O:25])[CH2:22][CH2:23][CH3:24]. Given the product [C:21]([O:26][CH2:27][O:20][P:17]([CH2:16][O:15][C:12]1([CH2:11][N:8]2[CH:7]=[N:6][C:5]3[C:9]2=[N:10][C:2]([NH2:1])=[N:3][CH:4]=3)[CH2:13][CH2:14]1)(=[O:18])[O:19][CH2:27][O:26][C:21](=[O:25])[CH2:22][CH2:23][CH3:24])(=[O:25])[CH2:22][CH2:23][CH3:24], predict the reactants needed to synthesize it. (5) Given the product [C:11]([NH:4][C:3]1[C:2](=[CH:8][CH:7]=[CH:6][CH:5]=1)[C:1]([OH:10])=[O:9])(=[O:14])[CH2:12][CH3:13], predict the reactants needed to synthesize it. The reactants are: [C:1]([OH:10])(=[O:9])[C:2]1[C:3](=[CH:5][CH:6]=[CH:7][CH:8]=1)[NH2:4].[C:11](Cl)(=[O:14])[CH2:12][CH3:13].O. (6) Given the product [CH3:17][C@@H:13]1[CH2:14][CH2:15][CH2:16][N:11]([C:9]([C:3]2[CH:4]=[C:5]([CH3:8])[CH:6]=[CH:7][C:2]=2[C:35]2[N:40]=[CH:39][CH:38]=[CH:37][N:36]=2)=[O:10])[C@@H:12]1[CH2:18][NH:19][C:20]1[CH:25]=[CH:24][C:23]([C:26]([F:29])([F:28])[F:27])=[CH:22][N:21]=1.[C:49]([OH:52])([C:26]([F:29])([F:28])[F:27])=[O:50], predict the reactants needed to synthesize it. The reactants are: Br[C:2]1[CH:7]=[CH:6][C:5]([CH3:8])=[CH:4][C:3]=1[C:9]([N:11]1[CH2:16][CH2:15][CH2:14][C@@H:13]([CH3:17])[C@H:12]1[CH2:18][NH:19][C:20]1[CH:25]=[CH:24][C:23]([C:26]([F:29])([F:28])[F:27])=[CH:22][N:21]=1)=[O:10].C([Sn](CCCC)(CCCC)[C:35]1[N:40]=[CH:39][CH:38]=[CH:37][N:36]=1)CCC.[C:49]([O-:52])([O-])=[O:50].[Cs+].[Cs+].